Task: Predict which catalyst facilitates the given reaction.. Dataset: Catalyst prediction with 721,799 reactions and 888 catalyst types from USPTO (1) Reactant: [Cl:1][C:2]1[CH:25]=[CH:24][C:5]([CH2:6][NH:7][C:8]([C:10]2[C:11](=[O:23])[C:12]3[S:19][C:18]([CH2:20]Cl)=[C:17]([CH3:22])[C:13]=3[N:14]([CH3:16])[CH:15]=2)=[O:9])=[CH:4][CH:3]=1.[CH3:26][NH:27][CH2:28][CH:29]([OH:37])[C:30]1[CH:31]=[CH:32][C:33]([OH:36])=[CH:34][CH:35]=1.C(N(C(C)C)CC)(C)C. Product: [Cl:1][C:2]1[CH:3]=[CH:4][C:5]([CH2:6][NH:7][C:8]([C:10]2[C:11](=[O:23])[C:12]3[S:19][C:18]([CH2:20][N:27]([CH2:28][CH:29]([OH:37])[C:30]4[CH:35]=[CH:34][C:33]([OH:36])=[CH:32][CH:31]=4)[CH3:26])=[C:17]([CH3:22])[C:13]=3[N:14]([CH3:16])[CH:15]=2)=[O:9])=[CH:24][CH:25]=1. The catalyst class is: 18. (2) Reactant: Cl[C:2]1[CH:7]=[C:6]([N:8]([CH:16]2[CH2:18][CH2:17]2)[C:9](=[O:15])[O:10][C:11]([CH3:14])([CH3:13])[CH3:12])[N:5]2[N:19]=[CH:20][C:21]([CH:22]=[O:23])=[C:4]2[N:3]=1.[NH2:24][C:25]1[CH:32]=[CH:31][C:28]([C:29]#[N:30])=[CH:27][C:26]=1[Br:33].CC(C)([O-])C.[Na+].O. Product: [Br:33][C:26]1[CH:27]=[C:28]([C:29]#[N:30])[CH:31]=[CH:32][C:25]=1[NH:24][C:2]1[CH:7]=[C:6]([N:8]([CH:16]2[CH2:18][CH2:17]2)[C:9](=[O:15])[O:10][C:11]([CH3:14])([CH3:13])[CH3:12])[N:5]2[N:19]=[CH:20][C:21]([CH:22]=[O:23])=[C:4]2[N:3]=1. The catalyst class is: 1. (3) Reactant: [C:1]([C:3]1[CH:4]=[C:5]([C@H:10]2[CH2:14][C:13]([F:16])([F:15])[CH2:12][N:11]2C(OC(C)(C)C)=O)[CH:6]=[C:7]([F:9])[CH:8]=1)#[N:2].C(O)(C(F)(F)F)=O. Product: [F:16][C:13]1([F:15])[CH2:12][NH:11][C@@H:10]([C:5]2[CH:4]=[C:3]([CH:8]=[C:7]([F:9])[CH:6]=2)[C:1]#[N:2])[CH2:14]1. The catalyst class is: 2. (4) Reactant: [AlH4-].[Li+].C([O:5][C:6](=O)[C:7]([NH:31][C:32](=[O:34])[CH3:33])([CH:13]1[CH2:22][CH2:21][C:20]2[C:15](=[CH:16][CH:17]=[C:18]([CH2:23][CH2:24][CH2:25][CH2:26][CH2:27][CH2:28][CH2:29][CH3:30])[CH:19]=2)[CH2:14]1)C(OCC)=O)C. Product: [OH:5][CH2:6][CH:7]([NH:31][C:32](=[O:34])[CH3:33])[CH:13]1[CH2:22][CH2:21][C:20]2[C:15](=[CH:16][CH:17]=[C:18]([CH2:23][CH2:24][CH2:25][CH2:26][CH2:27][CH2:28][CH2:29][CH3:30])[CH:19]=2)[CH2:14]1. The catalyst class is: 7. (5) Reactant: Cl.Cl.[O:3]1[CH2:8][CH2:7][N:6]([CH2:9][CH2:10][O:11][NH2:12])[CH2:5][CH2:4]1.C([O-])(=O)C.[Na+].[CH3:18][C:19]([C@@H:21]1[C@@:25]2([CH3:40])[CH2:26][CH2:27][C@@H:28]3[C@@:33]4([CH3:39])[CH2:34][CH2:35][C@H:36]([OH:38])[CH2:37][C:32]4=[CH:31][CH2:30][C@H:29]3[C@@H:24]2[CH2:23][CH2:22]1)=O.CO. Product: [O:3]1[CH2:8][CH2:7][N:6]([CH2:9][CH2:10][O:11]/[N:12]=[C:19](/[C@@H:21]2[C@:25]3([CH3:40])[C@H:24]([C@H:29]4[C@H:28]([CH2:27][CH2:26]3)[C@:33]3([CH3:39])[C:32]([CH2:37][C@@H:36]([OH:38])[CH2:35][CH2:34]3)=[CH:31][CH2:30]4)[CH2:23][CH2:22]2)\[CH3:18])[CH2:5][CH2:4]1. The catalyst class is: 6.